Task: Predict the reaction yield, written as a fraction of the theoretical maximum amount of product (1.0 means a 100% yield; for example, 0.34 means a 34% yield).. Dataset: Reaction yield outcomes from USPTO patents with 853,638 reactions (1) The reactants are [OH:1][CH2:2][C@@H:3]([NH:14][C:15]([O:17][CH2:18][C:19]1[CH:24]=[CH:23][CH:22]=[CH:21][CH:20]=1)=[O:16])[CH2:4][N:5]1[CH2:13][CH2:12][CH2:11][C@H:6]1[C:7]([O:9][CH3:10])=[O:8].C(N(CC)CC)C.[CH3:32][S:33](Cl)(=[O:35])=[O:34]. The catalyst is ClCCl.CN(C)C1C=CN=CC=1. The product is [CH3:32][S:33]([O:1][CH2:2][C@@H:3]([NH:14][C:15]([O:17][CH2:18][C:19]1[CH:20]=[CH:21][CH:22]=[CH:23][CH:24]=1)=[O:16])[CH2:4][N:5]1[CH2:13][CH2:12][CH2:11][C@H:6]1[C:7]([O:9][CH3:10])=[O:8])(=[O:35])=[O:34]. The yield is 1.00. (2) The reactants are [CH2:1]([C:7]1[C:8]2[S:17][CH:16]=[C:15]([CH2:18][CH2:19][CH2:20][CH2:21][CH2:22][CH3:23])[C:9]=2[S:10][C:11]=1C(O)=O)[CH2:2][CH2:3][CH2:4][CH2:5][CH3:6].N1C2C(=CC=CC=2)C=CC=1.C(=O)=O. The catalyst is [Cu].CCCCCC. The product is [CH2:18]([C:15]1[C:9]2[S:10][CH:11]=[C:7]([CH2:1][CH2:2][CH2:3][CH2:4][CH2:5][CH3:6])[C:8]=2[S:17][CH:16]=1)[CH2:19][CH2:20][CH2:21][CH2:22][CH3:23]. The yield is 0.684.